This data is from CYP2D6 inhibition data for predicting drug metabolism from PubChem BioAssay. The task is: Regression/Classification. Given a drug SMILES string, predict its absorption, distribution, metabolism, or excretion properties. Task type varies by dataset: regression for continuous measurements (e.g., permeability, clearance, half-life) or binary classification for categorical outcomes (e.g., BBB penetration, CYP inhibition). Dataset: cyp2d6_veith. (1) The compound is COc1cccc(-c2cc(NCc3cccc(C)c3)ncn2)c1. The result is 1 (inhibitor). (2) The compound is CCCCc1c(CCC)c(=N)c2ccccc2n1C.I. The result is 1 (inhibitor). (3) The molecule is Cc1cc(C)nc(N2CCC(C(=O)NCCc3ccc(F)cc3)CC2)n1. The result is 0 (non-inhibitor). (4) The molecule is CC(CCc1nc2ccccc2s1)(c1ccc(O)cc1)c1ccc(O)cc1. The result is 0 (non-inhibitor). (5) The compound is CC1CCCC(C)N1CCNC(=O)Cn1nc(-c2ccccc2)ccc1=O. The result is 1 (inhibitor).